From a dataset of Full USPTO retrosynthesis dataset with 1.9M reactions from patents (1976-2016). Predict the reactants needed to synthesize the given product. Given the product [F:1][C:2]1[CH:23]=[CH:22][CH:21]=[CH:20][C:3]=1[CH2:4][N:5]1[C:13]2[CH2:12][CH2:11][N:10]([S:36]([C:30]3[CH:35]=[CH:34][CH:33]=[CH:32][CH:31]=3)(=[O:38])=[O:37])[CH2:9][C:8]=2[C:7]([C:14]2[N:15]=[CH:16][CH:17]=[CH:18][N:19]=2)=[N:6]1, predict the reactants needed to synthesize it. The reactants are: [F:1][C:2]1[CH:23]=[CH:22][CH:21]=[CH:20][C:3]=1[CH2:4][N:5]1[C:13]2[CH2:12][CH2:11][NH:10][CH2:9][C:8]=2[C:7]([C:14]2[N:19]=[CH:18][CH:17]=[CH:16][N:15]=2)=[N:6]1.N1C=CC=CC=1.[C:30]1([S:36](Cl)(=[O:38])=[O:37])[CH:35]=[CH:34][CH:33]=[CH:32][CH:31]=1.